The task is: Predict the product of the given reaction.. This data is from Forward reaction prediction with 1.9M reactions from USPTO patents (1976-2016). (1) Given the reactants [CH3:1][C:2]([CH3:36])([CH3:35])[CH2:3][CH2:4][C:5]1([CH3:34])[C:14]2[C:9](=[CH:10][CH:11]=[CH:12][CH:13]=2)[C:8]([OH:15])=[C:7]([C:16]2[NH:21][C:20]3[CH:22]=[CH:23][C:24]([NH:26][S:27]([CH3:30])(=[O:29])=[O:28])=[CH:25][C:19]=3[S:18](=[O:32])(=[O:31])[N:17]=2)[C:6]1=[O:33].[OH-].[Na+:38], predict the reaction product. The product is: [CH3:1][C:2]([CH3:36])([CH3:35])[CH2:3][CH2:4][C:5]1([CH3:34])[C:14]2[C:9](=[CH:10][CH:11]=[CH:12][CH:13]=2)[C:8]([O-:15])=[C:7]([C:16]2[NH:21][C:20]3[CH:22]=[CH:23][C:24]([NH:26][S:27]([CH3:30])(=[O:29])=[O:28])=[CH:25][C:19]=3[S:18](=[O:32])(=[O:31])[N:17]=2)[C:6]1=[O:33].[Na+:38]. (2) Given the reactants [F:1][CH:2]([F:11])[C:3](=O)[CH2:4][C:5]([O:7][CH2:8][CH3:9])=[O:6].[CH2:12]=O.[CH3:14][NH:15][NH2:16].Cl, predict the reaction product. The product is: [CH2:8]([O:7][C:5]([CH:4]1[CH2:14][N:15]([CH3:12])[N:16]=[C:3]1[CH:2]([F:11])[F:1])=[O:6])[CH3:9]. (3) Given the reactants [CH3:1][CH:2]([N:4]1[C:12]2[C:11]([O:13][CH3:14])=[CH:10][CH:9]=[C:8]([C:15]([OH:17])=O)[C:7]=2[CH:6]=[CH:5]1)[CH3:3].[NH2:18][CH2:19][C:20]1[C:21](=[O:30])[NH:22][C:23]([CH3:29])=[CH:24][C:25]=1[CH2:26][CH2:27][CH3:28].ON1C2N=CC=CC=2N=N1.C(Cl)CCl.CN1CCOCC1, predict the reaction product. The product is: [CH3:3][CH:2]([N:4]1[C:12]2[C:11]([O:13][CH3:14])=[CH:10][CH:9]=[C:8]([C:15]([NH:18][CH2:19][C:20]3[C:21](=[O:30])[NH:22][C:23]([CH3:29])=[CH:24][C:25]=3[CH2:26][CH2:27][CH3:28])=[O:17])[C:7]=2[CH:6]=[CH:5]1)[CH3:1]. (4) Given the reactants Cl.[NH:2]([C:4]1[CH:9]=[CH:8][CH:7]=[C:6]([O:10][CH3:11])[N:5]=1)[NH2:3].C(O[CH:15]=[C:16]([C:19]#[N:20])[C:17]#[N:18])C.C(N(CC)CC)C, predict the reaction product. The product is: [NH2:20][C:19]1[N:2]([C:4]2[CH:9]=[CH:8][CH:7]=[C:6]([O:10][CH3:11])[N:5]=2)[N:3]=[CH:15][C:16]=1[C:17]#[N:18]. (5) The product is: [CH2:1]([O:3][C:4]([C:6]1[N:7]([CH2:23][CH2:24][CH2:25][NH2:26])[C:8]2[C:13]([CH:14]=1)=[CH:12][C:11]([O:15][CH2:16][C:17]1[CH:22]=[CH:21][CH:20]=[CH:19][CH:18]=1)=[CH:10][CH:9]=2)=[O:5])[CH3:2]. Given the reactants [CH2:1]([O:3][C:4]([C:6]1[N:7]([CH2:23][CH2:24][CH2:25][NH:26]C(OC(C)(C)C)=O)[C:8]2[C:13]([CH:14]=1)=[CH:12][C:11]([O:15][CH2:16][C:17]1[CH:22]=[CH:21][CH:20]=[CH:19][CH:18]=1)=[CH:10][CH:9]=2)=[O:5])[CH3:2].FC(F)(F)C(O)=O, predict the reaction product. (6) Given the reactants [CH2:1]([OH:5])[CH2:2][C:3]#[CH:4].[CH3:6][S:7](Cl)(=[O:9])=[O:8], predict the reaction product. The product is: [CH3:6][S:7]([O:5][CH2:1][CH2:2][C:3]#[CH:4])(=[O:9])=[O:8].